Dataset: Catalyst prediction with 721,799 reactions and 888 catalyst types from USPTO. Task: Predict which catalyst facilitates the given reaction. (1) Reactant: [Br:1][C:2]1(Br)[C:6]2[CH:7]=[N:8][CH:9]=[C:10](Br)[C:5]=2[NH:4][C:3]1=[O:12]. Product: [BrH:1].[NH:4]1[C:5]2[CH:10]=[CH:9][N:8]=[CH:7][C:6]=2[CH2:2][C:3]1=[O:12]. The catalyst class is: 29. (2) Reactant: [C:1]([O:5][C:6]([N:8]1[CH2:13][CH2:12][N:11]([CH2:14][C:15]2[CH:23]=[CH:22][C:21]([Cl:24])=[CH:20][C:16]=2[C:17](O)=[O:18])[CH2:10][CH2:9]1)=[O:7])([CH3:4])([CH3:3])[CH3:2].ClCCl.Cl.CN(C)CCCN=C=NCC.[NH:40]1[CH2:45][CH2:44][O:43][CH2:42][CH2:41]1. The catalyst class is: 6. Product: [Cl:24][C:21]1[CH:22]=[CH:23][C:15]([CH2:14][N:11]2[CH2:12][CH2:13][N:8]([C:6]([O:5][C:1]([CH3:4])([CH3:3])[CH3:2])=[O:7])[CH2:9][CH2:10]2)=[C:16]([C:17]([N:40]2[CH2:45][CH2:44][O:43][CH2:42][CH2:41]2)=[O:18])[CH:20]=1. (3) Reactant: Cl.[CH3:2][O:3][C:4](=[O:13])[C:5]1[CH:10]=[CH:9][C:8]([CH2:11][NH2:12])=[CH:7][CH:6]=1.C(=O)([O-])[O-].[K+].[K+].C(O)(=O)C.[CH2:24]1[C:29]2([CH2:34][CH2:33][CH2:32][CH2:31][CH2:30]2)[CH2:28][CH2:27][C:26](=O)[CH2:25]1.C(O[BH-](OC(=O)C)OC(=O)C)(=O)C.[Na+]. Product: [CH3:2][O:3][C:4](=[O:13])[C:5]1[CH:10]=[CH:9][C:8]([CH2:11][NH:12][CH:32]2[CH2:33][CH2:34][C:29]3([CH2:24][CH2:25][CH2:26][CH2:27][CH2:28]3)[CH2:30][CH2:31]2)=[CH:7][CH:6]=1. The catalyst class is: 325. (4) Reactant: C([O:3][P:4]([CH2:9][CH2:10][CH2:11][CH2:12][CH2:13][CH2:14][CH2:15][CH2:16][CH2:17][CH2:18][CH2:19][CH2:20][CH2:21][CH2:22][CH2:23][CH2:24][O:25][C:26]1[C:43]([O:44][CH2:45][CH2:46][CH2:47][CH2:48][CH2:49][CH3:50])=[CH:42][C:41]2[C:40]3[C:35](=[CH:36][C:37]([O:58][CH2:59][CH2:60][CH2:61][CH2:62][CH2:63][CH3:64])=[C:38]([O:51][CH2:52][CH2:53][CH2:54][CH2:55][CH2:56][CH3:57])[CH:39]=3)[C:34]3[C:29](=[CH:30][C:31]([O:72][CH2:73][CH2:74][CH2:75][CH2:76][CH2:77][CH3:78])=[C:32]([O:65][CH2:66][CH2:67][CH2:68][CH2:69][CH2:70][CH3:71])[CH:33]=3)[C:28]=2[CH:27]=1)(=[O:8])[O:5]CC)C.C[Si](Br)(C)C. Product: [CH2:45]([O:44][C:43]1[C:26]([O:25][CH2:24][CH2:23][CH2:22][CH2:21][CH2:20][CH2:19][CH2:18][CH2:17][CH2:16][CH2:15][CH2:14][CH2:13][CH2:12][CH2:11][CH2:10][CH2:9][P:4](=[O:3])([OH:8])[OH:5])=[CH:27][C:28]2[C:29]3[C:34]([C:35]4[C:40]([C:41]=2[CH:42]=1)=[CH:39][C:38]([O:51][CH2:52][CH2:53][CH2:54][CH2:55][CH2:56][CH3:57])=[C:37]([O:58][CH2:59][CH2:60][CH2:61][CH2:62][CH2:63][CH3:64])[CH:36]=4)=[CH:33][C:32]([O:65][CH2:66][CH2:67][CH2:68][CH2:69][CH2:70][CH3:71])=[C:31]([O:72][CH2:73][CH2:74][CH2:75][CH2:76][CH2:77][CH3:78])[CH:30]=3)[CH2:46][CH2:47][CH2:48][CH2:49][CH3:50]. The catalyst class is: 2. (5) Reactant: [OH:1][CH2:2][CH2:3][CH2:4][CH2:5][NH:6][C:7]1[CH:14]=[CH:13][C:10]([C:11]#[N:12])=[CH:9][C:8]=1[N+:15]([O-:17])=[O:16].[C:18](Cl)(=[O:23])[C:19]([CH3:22])([CH3:21])[CH3:20]. Product: [C:11]([C:10]1[CH:13]=[CH:14][C:7]([NH:6][CH2:5][CH2:4][CH2:3][CH2:2][O:1][C:18](=[O:23])[C:19]([CH3:22])([CH3:21])[CH3:20])=[C:8]([N+:15]([O-:17])=[O:16])[CH:9]=1)#[N:12]. The catalyst class is: 17. (6) Reactant: Cl.Cl.[C:3]([C:7]1[CH:12]=[CH:11][CH:10]=[CH:9][C:8]=1[N:13]1[CH2:18][CH2:17][NH:16][CH2:15][CH2:14]1)([CH3:6])([CH3:5])[CH3:4].N([CH:22]([CH3:28])[C:23]([O:25][CH2:26][CH3:27])=[O:24])=C=O.C([N:31]([CH2:34]C)CC)C.[O:36]1CCCC1. Product: [C:3]([C:7]1[CH:12]=[CH:11][CH:10]=[CH:9][C:8]=1[N:13]1[CH2:18][CH2:17][N:16]([C:34]([NH:31][CH2:28][CH2:22][C:23]([O:25][CH2:26][CH3:27])=[O:24])=[O:36])[CH2:15][CH2:14]1)([CH3:6])([CH3:4])[CH3:5]. The catalyst class is: 6.